Dataset: Reaction yield outcomes from USPTO patents with 853,638 reactions. Task: Predict the reaction yield, written as a fraction of the theoretical maximum amount of product (1.0 means a 100% yield; for example, 0.34 means a 34% yield). The reactants are Cl[C:2]1[N:7]2[N:8]=[C:9]([CH3:11])[CH:10]=[C:6]2[N:5]=[C:4]([NH:12][C:13](=[O:24])[C:14]2[CH:19]=[CH:18][C:17]([C:20]([OH:23])([CH3:22])[CH3:21])=[CH:16][CH:15]=2)[CH:3]=1.CC1(C)C(C)(C)OB([C:33]2[CH:34]=[CH:35][C:36]3[O:40][CH:39]=[CH:38][C:37]=3[CH:41]=2)O1.O1CCOCC1. The catalyst is CO.C1(P(C2C=CC=CC=2)[C-]2C=CC=C2)C=CC=CC=1.[C-]1(P(C2C=CC=CC=2)C2C=CC=CC=2)C=CC=C1.[Fe+2].Cl[Pd]Cl. The product is [O:40]1[C:36]2[CH:35]=[CH:34][C:33]([C:2]3[N:7]4[N:8]=[C:9]([CH3:11])[CH:10]=[C:6]4[N:5]=[C:4]([NH:12][C:13](=[O:24])[C:14]4[CH:19]=[CH:18][C:17]([C:20]([OH:23])([CH3:22])[CH3:21])=[CH:16][CH:15]=4)[CH:3]=3)=[CH:41][C:37]=2[CH:38]=[CH:39]1. The yield is 0.350.